The task is: Predict the reactants needed to synthesize the given product.. This data is from Full USPTO retrosynthesis dataset with 1.9M reactions from patents (1976-2016). (1) Given the product [CH:4]([C@@H:6]1[CH2:10][CH2:9][CH2:8][C@H:7]1[C:11]1[C:19]2[C:14](=[CH:15][CH:16]=[C:17]([C:20]#[N:21])[CH:18]=2)[N:13]([CH3:22])[CH:12]=1)=[O:5], predict the reactants needed to synthesize it. The reactants are: CON(C)[C:4]([C@@H:6]1[CH2:10][CH2:9][CH2:8][C@H:7]1[C:11]1[C:19]2[C:14](=[CH:15][CH:16]=[C:17]([C:20]#[N:21])[CH:18]=2)[N:13]([CH3:22])[CH:12]=1)=[O:5].[H-].[Na+].IC.[H-].[Al+3].[Li+].[H-].[H-].[H-]. (2) Given the product [Cl:1][C:2]1[N:7]=[N:6][C:5]([NH:8][C:18](=[O:19])[C:17]([F:28])([F:27])[F:16])=[CH:4][CH:3]=1, predict the reactants needed to synthesize it. The reactants are: [Cl:1][C:2]1[N:7]=[N:6][C:5]([NH2:8])=[CH:4][CH:3]=1.C(N(CC)CC)C.[F:16][C:17]([F:28])([F:27])[C:18](O[C:18](=[O:19])[C:17]([F:28])([F:27])[F:16])=[O:19]. (3) Given the product [ClH:33].[C:1]([C:3]1[C:4]([CH2:9][N:10]2[C:19](=[O:20])[C:18]3[N:17]([CH2:21][C:22]#[C:23][CH3:24])[C:16]([N:25]4[CH2:30][CH2:29][CH2:28][C@@H:27]([NH2:31])[CH2:26]4)=[N:15][C:14]=3[N:13]([CH3:32])[C:11]2=[O:12])=[N:5][CH:6]=[CH:7][CH:8]=1)#[N:2], predict the reactants needed to synthesize it. The reactants are: [C:1]([C:3]1[C:4]([CH2:9][N:10]2[C:19](=[O:20])[C:18]3[N:17]([CH2:21][C:22]#[C:23][CH3:24])[C:16]([N:25]4[CH2:30][CH2:29][CH2:28][C@@H:27]([NH2:31])[CH2:26]4)=[N:15][C:14]=3[N:13]([CH3:32])[C:11]2=[O:12])=[N:5][CH:6]=[CH:7][CH:8]=1)#[N:2].[ClH:33]. (4) Given the product [C:18]1([N:24]=[C:25]([O:37][C:38]2[CH:39]=[CH:40][CH:41]=[CH:42][CH:43]=2)[CH:26]=[CH:27][N:9]([C:6](=[O:8])[CH3:7])[C:10]2[CH:15]=[CH:14][CH:13]=[CH:12][CH:11]=2)[CH:19]=[CH:20][CH:21]=[CH:22][CH:23]=1, predict the reactants needed to synthesize it. The reactants are: CN(C=O)C.[C:6]([NH:9][C:10]1[CH:15]=[CH:14][CH:13]=[CH:12][CH:11]=1)(=[O:8])[CH3:7].[H-].[Na+].[C:18]1([N:24]=[C:25]([O:37][C:38]2[CH:43]=[CH:42][CH:41]=[CH:40][CH:39]=2)[CH:26]=[CH:27]S(C2C=CC=CC=2)(=O)=O)[CH:23]=[CH:22][CH:21]=[CH:20][CH:19]=1. (5) Given the product [NH:54]1[C:62]2[C:57](=[CH:58][C:59]([O:1][CH:2]3[CH2:3][CH2:4][CH:5]([C:8]([O:10][CH2:11][CH3:12])=[O:9])[CH2:6][CH2:7]3)=[CH:60][CH:61]=2)[CH:56]=[N:55]1, predict the reactants needed to synthesize it. The reactants are: [OH:1][CH:2]1[CH2:7][CH2:6][CH:5]([C:8]([O:10][CH2:11][CH3:12])=[O:9])[CH2:4][CH2:3]1.C1(P(C2C=CC=CC=2)C2C=CC=CC=2)C=CC=CC=1.N(C(OCC1C=CC=CC=1)=O)=NC(OCC1C=CC=CC=1)=O.[NH:54]1[C:62]2[C:57](=[CH:58][C:59](O)=[CH:60][CH:61]=2)[CH:56]=[N:55]1. (6) Given the product [Cl:35][C:36]1[CH:37]=[C:38]([N:42]2[C:46]([CH2:47][NH:48][C:10](=[O:12])[CH:9]([C:6]3[CH:7]=[N:8][C:3]([C:1]#[N:2])=[CH:4][CH:5]=3)[CH3:13])=[CH:45][C:44]([C:49]([F:50])([F:51])[F:52])=[N:43]2)[CH:39]=[CH:40][CH:41]=1, predict the reactants needed to synthesize it. The reactants are: [C:1]([C:3]1[N:8]=[CH:7][C:6]([CH:9]([CH3:13])[C:10]([OH:12])=O)=[CH:5][CH:4]=1)#[N:2].ON1C2C=CC=CC=2N=N1.C(N=C=NCCCN(C)C)C.[Cl:35][C:36]1[CH:37]=[C:38]([N:42]2[C:46]([CH2:47][NH2:48])=[CH:45][C:44]([C:49]([F:52])([F:51])[F:50])=[N:43]2)[CH:39]=[CH:40][CH:41]=1. (7) The reactants are: [Cl:1][C:2]1[CH:3]=[C:4]([CH:20]=[CH:21][C:22]=1C(N1CCC[C@@H]1CC(O)=O)=O)[C:5]([NH:7][C@H:8]([C:10]1[NH:14][C:13]2[CH:15]=[CH:16][C:17]([Cl:19])=[CH:18][C:12]=2[N:11]=1)[CH3:9])=[O:6].[CH3:34][N:35]([C:37]([O:41]N1N=NC2C=CC=CC1=2)=[N+](C)C)C.[B-](F)(F)(F)F.C([N:59]([CH:62]([CH3:64])[CH3:63])[CH2:60][CH3:61])(C)C.CN.ClCl. Given the product [Cl:1][C:2]1[CH:3]=[C:4]([CH:20]=[CH:21][C:22]=1[N:59]1[CH2:60][CH2:61][CH2:64][C@@H:62]1[CH2:63][C:37]([NH:35][CH3:34])=[O:41])[C:5]([NH:7][C@H:8]([C:10]1[NH:14][C:13]2[CH:15]=[CH:16][C:17]([Cl:19])=[CH:18][C:12]=2[N:11]=1)[CH3:9])=[O:6], predict the reactants needed to synthesize it.